This data is from Full USPTO retrosynthesis dataset with 1.9M reactions from patents (1976-2016). The task is: Predict the reactants needed to synthesize the given product. The reactants are: [H-].[Na+].[CH3:3][NH:4][C:5](=[O:9])[CH2:6][C:7]#[N:8].NCC[C:13]1[N:21]=[C:20]([Cl:22])[CH:19]=[CH:18][C:14]=1[C:15](F)=[O:16].[C:23](O)(=O)[CH3:24].C[N:28](C)C=O. Given the product [NH2:8][C:7]1[N:28]([CH2:23][CH3:24])[C:13]2[C:14]([C:15](=[O:16])[C:6]=1[C:5]([NH:4][CH3:3])=[O:9])=[CH:18][CH:19]=[C:20]([Cl:22])[N:21]=2, predict the reactants needed to synthesize it.